Dataset: Forward reaction prediction with 1.9M reactions from USPTO patents (1976-2016). Task: Predict the product of the given reaction. (1) Given the reactants [OH:1][C:2]1[CH:3]=[C:4]([CH:7]=[CH:8][CH:9]=1)[CH:5]=[O:6].Br[CH:11]([OH:13])[CH3:12].C(=O)([O-])[O-].[Cs+].[Cs+], predict the reaction product. The product is: [OH:13][CH2:11][CH2:12][O:1][C:2]1[CH:3]=[C:4]([CH:7]=[CH:8][CH:9]=1)[CH:5]=[O:6]. (2) Given the reactants [N:1]([CH:4]([C:6]1[C:10]([C:11]2[CH:16]=[CH:15][CH:14]=[CH:13][C:12]=2[C:17]([C:19]2[CH:24]=[CH:23][C:22]([Cl:25])=[CH:21][CH:20]=2)=O)=[C:9]([CH3:26])[O:8][N:7]=1)[CH3:5])=[N+]=[N-].CP(C)C, predict the reaction product. The product is: [Cl:25][C:22]1[CH:23]=[CH:24][C:19]([C:17]2[C:12]3[CH:13]=[CH:14][CH:15]=[CH:16][C:11]=3[C:10]3=[C:9]([CH3:26])[O:8][N:7]=[C:6]3[CH:4]([CH3:5])[N:1]=2)=[CH:20][CH:21]=1. (3) Given the reactants [Cl:1][C:2]1[CH:7]=[CH:6][N:5]=[C:4]2[N:8](S(C3C=CC(C)=CC=3)(=O)=O)[C:9]([C:11]3[C:19]4[C:14](=[CH:15][C:16]([O:22][CH3:23])=[C:17]([O:20][CH3:21])[CH:18]=4)[N:13]([CH2:24][CH2:25][N:26]4[CH2:31][CH2:30][CH:29]([CH2:32][CH2:33][OH:34])[CH2:28][CH2:27]4)[CH:12]=3)=[CH:10][C:3]=12.[OH-].[K+].ClCCl.CO, predict the reaction product. The product is: [Cl:1][C:2]1[CH:7]=[CH:6][N:5]=[C:4]2[NH:8][C:9]([C:11]3[C:19]4[C:14](=[CH:15][C:16]([O:22][CH3:23])=[C:17]([O:20][CH3:21])[CH:18]=4)[N:13]([CH2:24][CH2:25][N:26]4[CH2:27][CH2:28][CH:29]([CH2:32][CH2:33][OH:34])[CH2:30][CH2:31]4)[CH:12]=3)=[CH:10][C:3]=12. (4) Given the reactants [F:1][C:2]1[CH:7]=[CH:6][C:5]([CH:8]([OH:12])[CH2:9][NH:10][CH3:11])=[CH:4][CH:3]=1.[Br:13][C:14]1[S:18][C:17]2[C:19](=[O:23])[CH2:20][CH2:21][CH2:22][C:16]=2[C:15]=1[S:24](Cl)(=[O:26])=[O:25], predict the reaction product. The product is: [F:1][C:2]1[CH:3]=[CH:4][C:5]([CH:8]([OH:12])[CH2:9][N:10]([CH3:11])[S:24]([C:15]2[C:16]3[CH2:22][CH2:21][CH2:20][C:19](=[O:23])[C:17]=3[S:18][C:14]=2[Br:13])(=[O:26])=[O:25])=[CH:6][CH:7]=1.